From a dataset of Reaction yield outcomes from USPTO patents with 853,638 reactions. Predict the reaction yield, written as a fraction of the theoretical maximum amount of product (1.0 means a 100% yield; for example, 0.34 means a 34% yield). (1) The reactants are [NH2:1][C:2]1[S:3][C:4]2[C:10]([N+:11]([O-:13])=[O:12])=[C:9]([O:14][C:15]3[CH:16]=[C:17]([NH:21][C:22](=[O:34])[C:23]4[CH:28]=[CH:27][CH:26]=[C:25]([C:29]([C:32]#[N:33])([CH3:31])[CH3:30])[CH:24]=4)[CH:18]=[CH:19][CH:20]=3)[CH:8]=[CH:7][C:5]=2[N:6]=1.[CH:35]1([C:38](Cl)=[O:39])[CH2:37][CH2:36]1. The catalyst is N1C=CC=CC=1. The product is [C:32]([C:29]([C:25]1[CH:24]=[C:23]([CH:28]=[CH:27][CH:26]=1)[C:22]([NH:21][C:17]1[CH:18]=[CH:19][CH:20]=[C:15]([O:14][C:9]2[CH:8]=[CH:7][C:5]3[N:6]=[C:2]([NH:1][C:38]([CH:35]4[CH2:37][CH2:36]4)=[O:39])[S:3][C:4]=3[C:10]=2[N+:11]([O-:13])=[O:12])[CH:16]=1)=[O:34])([CH3:30])[CH3:31])#[N:33]. The yield is 0.790. (2) The reactants are COC1C=C(C=CC=1OC)C([O:8][C:9]1[C:14]([C:15](=[O:17])[CH3:16])=[CH:13][CH:12]=[C:11]([O:18][CH3:19])[C:10]=1[O:20][CH3:21])=O.[C:27](=[O:30])([O-])[O-].[K+].[K+]. The catalyst is C(O)(C)C.O.C(OC(C)C)(C)C. The product is [CH3:19][O:18][C:11]1[CH:12]=[C:13]([C:27](=[O:30])[CH2:16][C:15]([C:14]2[CH:13]=[CH:12][C:11]([O:18][CH3:19])=[C:10]([O:20][CH3:21])[C:9]=2[OH:8])=[O:17])[CH:14]=[CH:9][C:10]=1[O:20][CH3:21]. The yield is 0.780.